This data is from Full USPTO retrosynthesis dataset with 1.9M reactions from patents (1976-2016). The task is: Predict the reactants needed to synthesize the given product. (1) Given the product [O:20]1[C:19]2[CH:23]=[CH:24][C:16]([CH2:15][NH:14][C:13]([CH:9]3[CH2:10][CH2:11][CH2:12][NH:8]3)=[O:25])=[CH:17][C:18]=2[O:22][CH2:21]1, predict the reactants needed to synthesize it. The reactants are: C(OC([N:8]1[CH2:12][CH2:11][CH2:10][CH:9]1[C:13](=[O:25])[NH:14][CH2:15][C:16]1[CH:24]=[CH:23][C:19]2[O:20][CH2:21][O:22][C:18]=2[CH:17]=1)=O)(C)(C)C. (2) Given the product [Cl:14][C:15]1[CH:22]=[C:21]([Cl:23])[CH:20]=[CH:19][C:16]=1[CH:17]1[C:26]([C:27]([O:29][CH2:30][CH3:31])=[O:28])=[C:25]([CH3:32])[NH:12][C:11]([C:9]2[S:10][C:6]([F:5])=[CH:7][N:8]=2)=[N:13]1, predict the reactants needed to synthesize it. The reactants are: C(O)(=O)C.[F:5][C:6]1[S:10][C:9]([C:11](=[NH:13])[NH2:12])=[N:8][CH:7]=1.[Cl:14][C:15]1[CH:22]=[C:21]([Cl:23])[CH:20]=[CH:19][C:16]=1[CH:17]=O.O=[C:25]([CH3:32])[CH2:26][C:27]([O:29][CH2:30][CH3:31])=[O:28]. (3) Given the product [C:3]([C:7]1[CH:8]=[CH:9][C:10]([C:13]2[C:21]3[C:16](=[CH:17][CH:18]=[C:19]([N:22]([C:23]([CH:25]4[CH2:27][CH2:26]4)=[O:24])[CH3:48])[CH:20]=3)[N:15]([CH2:28][C:29]3[CH:34]=[CH:33][CH:32]=[C:31]([O:35][CH3:36])[CH:30]=3)[C:14]=2[C:37]([O:45][CH3:46])=[O:39])=[CH:11][CH:12]=1)([CH3:4])([CH3:5])[CH3:6], predict the reactants needed to synthesize it. The reactants are: [H-].[Na+].[C:3]([C:7]1[CH:12]=[CH:11][C:10]([C:13]2[C:21]3[C:16](=[CH:17][CH:18]=[C:19]([NH:22][C:23]([CH:25]4[CH2:27][CH2:26]4)=[O:24])[CH:20]=3)[N:15]([CH2:28][C:29]3[CH:34]=[CH:33][CH:32]=[C:31]([O:35][CH3:36])[CH:30]=3)[C:14]=2[C:37]([OH:39])=O)=[CH:9][CH:8]=1)([CH3:6])([CH3:5])[CH3:4].COS([O:45][CH3:46])(=O)=O.O1CCC[CH2:48]1. (4) Given the product [Cl:15][C:16]1[C:17]([F:38])=[C:18]([CH:27]2[CH2:30][N:29]([C:31]([O:33][C:34]([CH3:37])([CH3:36])[CH3:35])=[O:32])[CH2:28]2)[C:19]([O:25][CH3:26])=[C:20]([CH:22]([Cl:3])[CH3:23])[CH:21]=1, predict the reactants needed to synthesize it. The reactants are: N1C(Cl)=NC(Cl)=NC=1[Cl:3].CN(C=O)C.[Cl:15][C:16]1[C:17]([F:38])=[C:18]([CH:27]2[CH2:30][N:29]([C:31]([O:33][C:34]([CH3:37])([CH3:36])[CH3:35])=[O:32])[CH2:28]2)[C:19]([O:25][CH3:26])=[C:20]([CH:22](O)[CH3:23])[CH:21]=1.O. (5) Given the product [O:1]1[C:5]2[CH:6]=[CH:7][C:8]([C:14]3[C:22]4[C:17](=[N:18][CH:19]=[N:20][C:21]=4[NH2:23])[N:16]([CH:24]([CH3:26])[CH3:25])[N:15]=3)=[CH:9][C:4]=2[CH2:3][CH2:2]1, predict the reactants needed to synthesize it. The reactants are: [O:1]1[C:5]2[CH:6]=[CH:7][C:8](B(O)O)=[CH:9][C:4]=2[CH2:3][CH2:2]1.I[C:14]1[C:22]2[C:17](=[N:18][CH:19]=[N:20][C:21]=2[NH2:23])[N:16]([CH:24]([CH3:26])[CH3:25])[N:15]=1.C([O-])([O-])=O.[Na+].[Na+]. (6) Given the product [C:1]([N:3]=[C:4]([N:26]1[CH2:31][CH2:30][CH2:29][C@@H:28]([C@:32]([OH:45])([C:39]2[CH:40]=[CH:41][CH:42]=[CH:43][CH:44]=2)[CH2:33][CH2:34][CH2:35][CH2:36][O:37][CH3:38])[CH2:27]1)[NH:5][C@@H:6]([CH2:19][CH:20]1[CH2:21][CH2:22][CH2:23][CH2:24][CH2:25]1)[CH2:7][NH:8][CH3:9])#[N:2], predict the reactants needed to synthesize it. The reactants are: [C:1]([N:3]=[C:4]([N:26]1[CH2:31][CH2:30][CH2:29][C@@H:28]([C@:32]([OH:45])([C:39]2[CH:44]=[CH:43][CH:42]=[CH:41][CH:40]=2)[CH2:33][CH2:34][CH2:35][CH2:36][O:37][CH3:38])[CH2:27]1)[NH:5][C@@H:6]([CH2:19][CH:20]1[CH2:25][CH2:24][CH2:23][CH2:22][CH2:21]1)[CH2:7][N:8](C)[C:9](OCC[Si](C)(C)C)=O)#[N:2].[N+](CC)(CC)(CC)CC.[F-]. (7) Given the product [CH3:23][N:20]1[CH2:21][CH2:22][CH:17]([CH2:16][N:1]2[CH:5]=[C:4]([C:6]3[CH:11]=[C:10]([C:12]#[N:13])[CH:9]=[CH:8][N:7]=3)[N:3]=[CH:2]2)[CH2:18][CH2:19]1, predict the reactants needed to synthesize it. The reactants are: [NH:1]1[CH:5]=[C:4]([C:6]2[CH:11]=[C:10]([C:12]#[N:13])[CH:9]=[CH:8][N:7]=2)[N:3]=[CH:2]1.Br.Br[CH2:16][CH:17]1[CH2:22][CH2:21][N:20]([CH3:23])[CH2:19][CH2:18]1. (8) Given the product [O:10]=[C:11]1[CH2:20][CH2:19][C:18]2[C:13](=[CH:14][CH:15]=[C:16]([C:2]3[CH:9]=[CH:8][C:5]([C:6]#[N:7])=[CH:4][CH:3]=3)[CH:17]=2)[NH:12]1, predict the reactants needed to synthesize it. The reactants are: Br[C:2]1[CH:9]=[CH:8][C:5]([C:6]#[N:7])=[CH:4][CH:3]=1.[O:10]=[C:11]1[CH2:20][CH2:19][C:18]2[C:13](=[CH:14][CH:15]=[C:16](B(O)O)[CH:17]=2)[NH:12]1.C(=O)([O-])[O-].[Na+].[Na+]. (9) Given the product [N:1]1[CH:6]=[CH:5][CH:4]=[CH:3][C:2]=1[C:7]1[N:11]=[C:10]([C:12]2[CH:17]=[C:16]([O:18][CH2:27][CH2:21][OH:24])[CH:15]=[C:14]([C:19]#[N:20])[CH:13]=2)[O:9][N:8]=1, predict the reactants needed to synthesize it. The reactants are: [N:1]1[CH:6]=[CH:5][CH:4]=[CH:3][C:2]=1[C:7]1[N:11]=[C:10]([C:12]2[CH:17]=[C:16]([OH:18])[CH:15]=[C:14]([C:19]#[N:20])[CH:13]=2)[O:9][N:8]=1.[C:21](=[O:24])([O-])[O-].[K+].[K+].[CH2:27](Br)CCCCC.